This data is from Forward reaction prediction with 1.9M reactions from USPTO patents (1976-2016). The task is: Predict the product of the given reaction. (1) The product is: [NH:13]1[C:2]2[C:3](=[CH:6][C:7]([C:10]#[N:11])=[CH:8][CH:9]=2)[CH:4]=[N:14]1. Given the reactants F[C:2]1[CH:9]=[CH:8][C:7]([C:10]#[N:11])=[CH:6][C:3]=1[CH:4]=O.O.[NH2:13][NH2:14], predict the reaction product. (2) Given the reactants Br[CH2:2][CH:3]1[O:8][C:7]2[CH:9]=[CH:10][CH:11]=[CH:12][C:6]=2[O:5][CH2:4]1.[N:13]1([C:19]2[CH:28]=[CH:27][CH:26]=[CH:25][C:20]=2[C:21]([O:23][CH3:24])=[O:22])[CH2:18][CH2:17][NH:16][CH2:15][CH2:14]1.C([O-])([O-])=O.[K+].[K+].O, predict the reaction product. The product is: [O:8]1[CH:3]([CH2:2][N:16]2[CH2:15][CH2:14][N:13]([C:19]3[CH:28]=[CH:27][CH:26]=[CH:25][C:20]=3[C:21]([O:23][CH3:24])=[O:22])[CH2:18][CH2:17]2)[CH2:4][O:5][C:6]2[CH:12]=[CH:11][CH:10]=[CH:9][C:7]1=2.